Dataset: Forward reaction prediction with 1.9M reactions from USPTO patents (1976-2016). Task: Predict the product of the given reaction. (1) Given the reactants [C:1]([C@@H:9]1[CH2:14][CH2:13][CH2:12][N:11]([C:15]([O:17][C:18]([CH3:21])([CH3:20])[CH3:19])=[O:16])[CH2:10]1)(=[O:8])[C:2]1[CH:7]=[CH:6][CH:5]=[CH:4][CH:3]=1.[B]1OC2C(=CC=CC=2)O1.O, predict the reaction product. The product is: [OH:8][C@@H:1]([C:2]1[CH:3]=[CH:4][CH:5]=[CH:6][CH:7]=1)[C@@H:9]1[CH2:14][CH2:13][CH2:12][N:11]([C:15]([O:17][C:18]([CH3:19])([CH3:20])[CH3:21])=[O:16])[CH2:10]1. (2) The product is: [CH2:51]([CH:58]1[CH2:62][CH2:61][C:60](=[O:63])[CH2:59]1)[C:52]1[CH:57]=[CH:56][CH:55]=[CH:54][CH:53]=1. Given the reactants CC1C=CC(P(C2C=CC3C(=CC=CC=3)C=2C2C3C(=CC=CC=3)C=CC=2P(C2C=CC(C)=CC=2)C2C=CC(C)=CC=2)C2C=CC(C)=CC=2)=CC=1.[CH2:51]([C:58]1[CH2:62][CH2:61][C:60](=[O:63])[CH:59]=1)[C:52]1[CH:57]=[CH:56][CH:55]=[CH:54][CH:53]=1.CCCCC, predict the reaction product. (3) Given the reactants [CH2:1]([O:3][C:4]1[CH:5]=[C:6]2[C:15](=[CH:16][C:17]=1[O:18][CH3:19])[C:14]([C:20]1[CH:28]=[CH:27][C:23]([C:24]([OH:26])=O)=[CH:22][CH:21]=1)=[N:13][C@H:12]1[C@@H:7]2[CH2:8][O:9][CH2:10][CH2:11]1)[CH3:2].C(N([CH2:34][CH3:35])CC)C.F[P-](F)(F)(F)(F)F.[N:43]1(OC(N(C)C)=[N+](C)C)[C:47]2[CH:48]=CC=C[C:46]=2N=N1.N1CCOC[CH2:61]1, predict the reaction product. The product is: [CH2:1]([O:3][C:4]1[CH:5]=[C:6]2[C:15](=[CH:16][C:17]=1[O:18][CH3:19])[C:14]([C:20]1[CH:28]=[CH:27][C:23]([C:24]([N:43]([CH:47]([CH3:46])[CH3:48])[CH:34]([CH3:35])[CH3:61])=[O:26])=[CH:22][CH:21]=1)=[N:13][C@H:12]1[C@@H:7]2[CH2:8][O:9][CH2:10][CH2:11]1)[CH3:2]. (4) Given the reactants [CH2:1]1[O:9][C:8]2[CH:7]=[CH:6][C:5]([CH2:10][CH2:11][C:12](O)=[O:13])=[CH:4][C:3]=2[O:2]1.O1CCCC1.B, predict the reaction product. The product is: [CH2:1]1[O:9][C:8]2[CH:7]=[CH:6][C:5]([CH2:10][CH2:11][CH2:12][OH:13])=[CH:4][C:3]=2[O:2]1. (5) Given the reactants [Cl:1][C:2]1[CH:9]=[C:8]([N:10]([CH2:16][C:17]2[CH:22]=[CH:21][CH:20]=[CH:19][C:18]=2[CH3:23])[C@H:11]2[CH2:15][CH2:14][NH:13][CH2:12]2)[CH:7]=[CH:6][C:3]=1[C:4]#[N:5].Br[CH2:25][CH2:26][C:27]([NH2:29])=[O:28], predict the reaction product. The product is: [Cl:1][C:2]1[CH:9]=[C:8]([N:10]([CH2:16][C:17]2[CH:22]=[CH:21][CH:20]=[CH:19][C:18]=2[CH3:23])[C@H:11]2[CH2:15][CH2:14][N:13]([CH2:25][CH2:26][C:27]([NH2:29])=[O:28])[CH2:12]2)[CH:7]=[CH:6][C:3]=1[C:4]#[N:5]. (6) Given the reactants Br[C:2]1[C:3]([C:9]([OH:11])=[O:10])=[N:4][C:5]([CH3:8])=[CH:6][CH:7]=1.[OH-:12].[Na+].Cl, predict the reaction product. The product is: [CH3:8][C:5]1[N:4]=[C:3]([C:9]([OH:11])=[O:10])[C:2]([C:5]2[O:12][CH:2]=[CH:3][N:4]=2)=[CH:7][CH:6]=1.